From a dataset of Forward reaction prediction with 1.9M reactions from USPTO patents (1976-2016). Predict the product of the given reaction. (1) Given the reactants [Br:1][C:2]1[CH:11]=[C:10]2[C:5]([CH:6]=[CH:7][C:8](Cl)=[N:9]2)=[N:4][CH:3]=1.[NH:13]1[CH2:18][CH2:17][O:16][CH2:15][CH2:14]1, predict the reaction product. The product is: [Br:1][C:2]1[CH:11]=[C:10]2[C:5]([CH:6]=[CH:7][C:8]([N:13]3[CH2:18][CH2:17][O:16][CH2:15][CH2:14]3)=[N:9]2)=[N:4][CH:3]=1. (2) Given the reactants [Br:1][C:2]1[N:6]2[CH:7]=[C:8]([C:15]3[CH:19]=[CH:18][O:17][CH:16]=3)[CH:9]=[C:10]([C:11]([F:14])([F:13])[F:12])[C:5]2=[N:4][C:3]=1[C:20]([N:22]1[CH2:26][CH2:25][CH:24](C2C=CC(F)=CC=2)[CH2:23]1)=[O:21].BrC1N2C=C(Br)C=C(C(F)(F)F)C2=NC=1C(O)=O.[F:52][C:53]1[CH:54]=[C:55](C2CCNC2)[CH:56]=[CH:57][CH:58]=1.O1C=CC(B(O)O)=C1, predict the reaction product. The product is: [Br:1][C:2]1[N:6]2[CH:7]=[C:8]([C:15]3[CH:19]=[CH:18][O:17][CH:16]=3)[CH:9]=[C:10]([C:11]([F:12])([F:13])[F:14])[C:5]2=[N:4][C:3]=1[C:20]([N:22]1[CH2:26][CH2:25][CH:24]([C:57]2[CH:56]=[CH:55][CH:54]=[C:53]([F:52])[CH:58]=2)[CH2:23]1)=[O:21]. (3) The product is: [CH3:6][S:5][C:3]1[N:1]=[N:2][CH:17]=[C:15]([C:12]2[CH:13]=[CH:14][C:9]([F:8])=[CH:10][CH:11]=2)[N:4]=1. Given the reactants [NH:1]([C:3]([S:5][CH3:6])=[NH:4])[NH2:2].O.[F:8][C:9]1[CH:14]=[CH:13][C:12]([C:15]([CH:17]=O)=O)=[CH:11][CH:10]=1, predict the reaction product. (4) Given the reactants [C:1]([O:5][C:6]([N:8]1[CH2:13][CH2:12][N:11]([S:14]([CH2:17][CH2:18][CH2:19]Cl)(=[O:16])=[O:15])[CH2:10][CH2:9]1)=[O:7])([CH3:4])([CH3:3])[CH3:2].[I-].[K+].C(=O)([O-])[O-].[K+].[K+].[NH:29]1[CH2:34][CH2:33][O:32][CH2:31][CH2:30]1, predict the reaction product. The product is: [C:1]([O:5][C:6]([N:8]1[CH2:13][CH2:12][N:11]([S:14]([CH2:17][CH2:18][CH2:19][N:29]2[CH2:34][CH2:33][O:32][CH2:31][CH2:30]2)(=[O:16])=[O:15])[CH2:10][CH2:9]1)=[O:7])([CH3:4])([CH3:3])[CH3:2]. (5) Given the reactants C(=O)([O-])[O-].[Na+].[Na+].[NH:7]1[CH:14]=[CH:13][C:11]([NH2:12])=[N:10][C:8]1=[O:9].[CH2:15]([O:17][C:18]([CH:20]([P:31]([O:36][CH2:37][CH3:38])([O:33][CH2:34][CH3:35])=[O:32])[O:21][C@H:22]1[CH2:26][C@@H:25](OC(=O)C)[CH:24]=[CH:23]1)=[O:19])[CH3:16].C(Cl)(Cl)Cl.C1(P(C2C=CC=CC=2)CCCCP(C2C=CC=CC=2)C2C=CC=CC=2)C=CC=CC=1, predict the reaction product. The product is: [CH2:15]([O:17][C:18]([CH:20]([P:31]([O:36][CH2:37][CH3:38])([O:33][CH2:34][CH3:35])=[O:32])[O:21][C@@H:22]1[CH2:26][C@H:25]([N:7]2[CH:14]=[CH:13][C:11]([NH2:12])=[N:10][C:8]2=[O:9])[CH:24]=[CH:23]1)=[O:19])[CH3:16].